Dataset: CYP2C9 inhibition data for predicting drug metabolism from PubChem BioAssay. Task: Regression/Classification. Given a drug SMILES string, predict its absorption, distribution, metabolism, or excretion properties. Task type varies by dataset: regression for continuous measurements (e.g., permeability, clearance, half-life) or binary classification for categorical outcomes (e.g., BBB penetration, CYP inhibition). Dataset: cyp2c9_veith. (1) The molecule is O=C(c1ccc(F)cc1)C1CCN(C(=S)Nc2ccccc2)CC1. The result is 1 (inhibitor). (2) The molecule is Cc1noc(C)c1-c1cc(N(C)C)ncn1. The result is 0 (non-inhibitor).